This data is from NCI-60 drug combinations with 297,098 pairs across 59 cell lines. The task is: Regression. Given two drug SMILES strings and cell line genomic features, predict the synergy score measuring deviation from expected non-interaction effect. (1) Drug 1: C1=NC2=C(N1)C(=S)N=C(N2)N. Drug 2: CC1=C(C=C(C=C1)C(=O)NC2=CC(=CC(=C2)C(F)(F)F)N3C=C(N=C3)C)NC4=NC=CC(=N4)C5=CN=CC=C5. Cell line: T-47D. Synergy scores: CSS=23.0, Synergy_ZIP=-5.91, Synergy_Bliss=-0.0857, Synergy_Loewe=-3.18, Synergy_HSA=-1.18. (2) Cell line: HOP-92. Synergy scores: CSS=2.62, Synergy_ZIP=-1.33, Synergy_Bliss=-5.45, Synergy_Loewe=-7.46, Synergy_HSA=-5.60. Drug 2: CS(=O)(=O)CCNCC1=CC=C(O1)C2=CC3=C(C=C2)N=CN=C3NC4=CC(=C(C=C4)OCC5=CC(=CC=C5)F)Cl. Drug 1: CN(C)N=NC1=C(NC=N1)C(=O)N. (3) Drug 1: CN(C)N=NC1=C(NC=N1)C(=O)N. Drug 2: C1=CC(=CC=C1CC(C(=O)O)N)N(CCCl)CCCl.Cl. Cell line: UO-31. Synergy scores: CSS=14.9, Synergy_ZIP=-6.32, Synergy_Bliss=-0.198, Synergy_Loewe=0.344, Synergy_HSA=1.03. (4) Drug 1: C1=CC(=CC=C1CCC2=CNC3=C2C(=O)NC(=N3)N)C(=O)NC(CCC(=O)O)C(=O)O. Synergy scores: CSS=24.7, Synergy_ZIP=-1.59, Synergy_Bliss=-3.01, Synergy_Loewe=-10.3, Synergy_HSA=-2.57. Drug 2: CC(C1=C(C=CC(=C1Cl)F)Cl)OC2=C(N=CC(=C2)C3=CN(N=C3)C4CCNCC4)N. Cell line: SNB-75. (5) Drug 1: C1CN1P(=S)(N2CC2)N3CC3. Drug 2: CC1C(C(CC(O1)OC2CC(OC(C2O)C)OC3=CC4=CC5=C(C(=O)C(C(C5)C(C(=O)C(C(C)O)O)OC)OC6CC(C(C(O6)C)O)OC7CC(C(C(O7)C)O)OC8CC(C(C(O8)C)O)(C)O)C(=C4C(=C3C)O)O)O)O. Cell line: M14. Synergy scores: CSS=31.0, Synergy_ZIP=0.245, Synergy_Bliss=2.98, Synergy_Loewe=-20.4, Synergy_HSA=0.211. (6) Drug 1: CC1=C(C=C(C=C1)NC(=O)C2=CC=C(C=C2)CN3CCN(CC3)C)NC4=NC=CC(=N4)C5=CN=CC=C5. Drug 2: CC1=C2C(C(=O)C3(C(CC4C(C3C(C(C2(C)C)(CC1OC(=O)C(C(C5=CC=CC=C5)NC(=O)OC(C)(C)C)O)O)OC(=O)C6=CC=CC=C6)(CO4)OC(=O)C)O)C)O. Cell line: RPMI-8226. Synergy scores: CSS=27.4, Synergy_ZIP=20.5, Synergy_Bliss=22.0, Synergy_Loewe=18.8, Synergy_HSA=18.1. (7) Drug 1: CN(C)C1=NC(=NC(=N1)N(C)C)N(C)C. Drug 2: C1=CC(=CC=C1C#N)C(C2=CC=C(C=C2)C#N)N3C=NC=N3. Cell line: K-562. Synergy scores: CSS=-13.9, Synergy_ZIP=1.42, Synergy_Bliss=-11.6, Synergy_Loewe=-15.7, Synergy_HSA=-15.7. (8) Drug 1: CC1CCC2CC(C(=CC=CC=CC(CC(C(=O)C(C(C(=CC(C(=O)CC(OC(=O)C3CCCCN3C(=O)C(=O)C1(O2)O)C(C)CC4CCC(C(C4)OC)OCCO)C)C)O)OC)C)C)C)OC. Drug 2: CC1C(C(CC(O1)OC2CC(OC(C2O)C)OC3=CC4=CC5=C(C(=O)C(C(C5)C(C(=O)C(C(C)O)O)OC)OC6CC(C(C(O6)C)O)OC7CC(C(C(O7)C)O)OC8CC(C(C(O8)C)O)(C)O)C(=C4C(=C3C)O)O)O)O. Cell line: EKVX. Synergy scores: CSS=19.7, Synergy_ZIP=-0.495, Synergy_Bliss=4.54, Synergy_Loewe=2.60, Synergy_HSA=1.99.